Task: Predict the reaction yield, written as a fraction of the theoretical maximum amount of product (1.0 means a 100% yield; for example, 0.34 means a 34% yield).. Dataset: Reaction yield outcomes from USPTO patents with 853,638 reactions (1) The reactants are [O:1]([C:8]1[N:13]=[CH:12][C:11]([C:14]2[NH:18][N:17]=[C:16]([C:19]([OH:21])=O)[CH:15]=2)=[CH:10][N:9]=1)[C:2]1[CH:7]=[CH:6][CH:5]=[CH:4][CH:3]=1.[CH3:22][N:23]1[CH2:28][CH2:27][NH:26][CH2:25][CH2:24]1.C(N(CC)CC)C. The catalyst is S(Cl)(Cl)=O.CN(C=O)C.ClCCl. The product is [CH3:22][N:23]1[CH2:28][CH2:27][N:26]([C:19]([C:16]2[CH:15]=[C:14]([C:11]3[CH:12]=[N:13][C:8]([O:1][C:2]4[CH:3]=[CH:4][CH:5]=[CH:6][CH:7]=4)=[N:9][CH:10]=3)[NH:18][N:17]=2)=[O:21])[CH2:25][CH2:24]1. The yield is 0.600. (2) The reactants are Cl[C:2]1[C:11]2[C:6](=[CH:7][C:8]([O:14][CH3:15])=[C:9]([O:12][CH3:13])[CH:10]=2)[N:5]=[CH:4][CH:3]=1.[CH3:16][C:17]1[CH:27]=[C:21]([C:22]([O:24][CH2:25][CH3:26])=[O:23])[C:20]([OH:28])=[CH:19][CH:18]=1. The catalyst is CN(C)C1C=CN=CC=1.ClC1C=CC=CC=1Cl. The product is [CH3:13][O:12][C:9]1[CH:10]=[C:11]2[C:6](=[CH:7][C:8]=1[O:14][CH3:15])[N:5]=[CH:4][CH:3]=[C:2]2[O:28][C:20]1[CH:19]=[CH:18][C:17]([CH3:16])=[CH:27][C:21]=1[C:22]([O:24][CH2:25][CH3:26])=[O:23]. The yield is 0.350. (3) The reactants are [F:1][C:2]1[CH:7]=[C:6]([I:8])[CH:5]=[CH:4][C:3]=1[NH:9][C:10](=[O:18])[CH:11]([NH2:17])[CH2:12][C:13]([CH3:16])([CH3:15])[CH3:14].[C:19]([O:23][C:24]([NH:26][C@H:27]([C:31]1[CH:36]=[CH:35][C:34]([O:37][CH2:38][CH2:39][O:40][C:41]([CH3:44])([CH3:43])[CH3:42])=[CH:33][CH:32]=1)[C:28](O)=[O:29])=[O:25])([CH3:22])([CH3:21])[CH3:20].ON1C2C=CC=CC=2N=N1.C(N(C(C)C)CC)(C)C. The catalyst is CN(C)C=O.C(OCC)(=O)C. The product is [C:19]([O:23][C:24](=[O:25])[NH:26][C@H:27]([C:31]1[CH:32]=[CH:33][C:34]([O:37][CH2:38][CH2:39][O:40][C:41]([CH3:44])([CH3:43])[CH3:42])=[CH:35][CH:36]=1)[C:28](=[O:29])[NH:17][C@H:11]([C:10](=[O:18])[NH:9][C:3]1[CH:4]=[CH:5][C:6]([I:8])=[CH:7][C:2]=1[F:1])[CH2:12][C:13]([CH3:14])([CH3:15])[CH3:16])([CH3:21])([CH3:22])[CH3:20]. The yield is 0.910.